Dataset: Forward reaction prediction with 1.9M reactions from USPTO patents (1976-2016). Task: Predict the product of the given reaction. (1) Given the reactants [Cl:1][C:2]1[CH:10]=[C:9]2[C:5]([C:6]([CH2:20][CH:21]([CH3:23])[CH3:22])=[CH:7][N:8]2[C:11]2[S:12][CH:13]=[C:14]([C:16](=[NH:19])[NH:17]O)[N:15]=2)=[CH:4][CH:3]=1.[C:24]([O:28][CH3:29])(=[O:27])[C:25]#[CH:26], predict the reaction product. The product is: [Cl:1][C:2]1[CH:10]=[C:9]2[C:5]([C:6]([CH2:20][CH:21]([CH3:23])[CH3:22])=[CH:7][N:8]2[C:11]2[S:12][CH:13]=[C:14]([C:16]3[NH:19][CH:26]=[C:25]([C:24]([O:28][CH3:29])=[O:27])[N:17]=3)[N:15]=2)=[CH:4][CH:3]=1. (2) Given the reactants Br[C:2]1[S:3][CH:4]=[C:5]([C:7]([NH:9][C:10]2[CH:11]=[N:12][N:13]([CH3:31])[C:14]=2[C@H:15]2[O:21][CH2:20][C@@H:19]([F:22])[C@H:18]([NH:23]C(=O)OC(C)(C)C)[CH2:17][CH2:16]2)=[O:8])[N:6]=1.[F:32][C:33]1[CH:34]=[C:35](B(O)O)[CH:36]=[N:37][CH:38]=1, predict the reaction product. The product is: [NH2:23][C@H:18]1[C@H:19]([F:22])[CH2:20][O:21][C@H:15]([C:14]2[N:13]([CH3:31])[N:12]=[CH:11][C:10]=2[NH:9][C:7]([C:5]2[N:6]=[C:2]([C:35]3[CH:36]=[N:37][CH:38]=[C:33]([F:32])[CH:34]=3)[S:3][CH:4]=2)=[O:8])[CH2:16][CH2:17]1. (3) Given the reactants Cl.[CH:2]1([C:8]2([N:18]([CH3:20])[CH3:19])[CH2:17][CH2:16][C:11]3(OCC[O:12]3)[CH2:10][CH2:9]2)[CH2:7][CH2:6][CH2:5][CH2:4][CH2:3]1, predict the reaction product. The product is: [CH:2]1([C:8]2([N:18]([CH3:20])[CH3:19])[CH2:9][CH2:10][C:11](=[O:12])[CH2:16][CH2:17]2)[CH2:7][CH2:6][CH2:5][CH2:4][CH2:3]1. (4) The product is: [C:18]1([C:24]2[CH:25]=[C:26]([N:30]3[CH2:35][CH2:34][N:33]([C:8]([NH:7][C:3]4[N:2]=[N:1][CH:6]=[CH:5][CH:4]=4)=[O:15])[CH2:32][CH2:31]3)[CH:27]=[N:28][CH:29]=2)[CH:19]=[CH:20][CH:21]=[CH:22][CH:23]=1. Given the reactants [N:1]1[CH:6]=[CH:5][CH:4]=[C:3]([NH:7][C:8](=[O:15])OCC(Cl)(Cl)Cl)[N:2]=1.Cl.Cl.[C:18]1([C:24]2[CH:25]=[C:26]([N:30]3[CH2:35][CH2:34][NH:33][CH2:32][CH2:31]3)[CH:27]=[N:28][CH:29]=2)[CH:23]=[CH:22][CH:21]=[CH:20][CH:19]=1, predict the reaction product. (5) Given the reactants [F:1][C:2]1[CH:3]=[CH:4][C:5]([OH:11])=[C:6]([C:8](=O)[CH3:9])[CH:7]=1.Br[CH2:13][C:14]([O:16][CH3:17])=[O:15].C(=O)([O-])[O-].[K+].[K+], predict the reaction product. The product is: [F:1][C:2]1[CH:3]=[CH:4][C:5]2[O:11][C:13]([C:14]([O:16][CH3:17])=[O:15])=[C:8]([CH3:9])[C:6]=2[CH:7]=1. (6) Given the reactants Cl[CH2:2][C:3]1[N:12]=[C:11]([NH:13][C@@H:14]([C@H:18]([CH3:21])[CH2:19][CH3:20])[C:15]([NH2:17])=[O:16])[C:10]2[C:5](=[CH:6][CH:7]=[CH:8][CH:9]=2)[N:4]=1.[Cl:22][C:23]1[CH:42]=[CH:41][C:26]([CH:27]([N:35]2[CH2:40][CH2:39][NH:38][CH2:37][CH2:36]2)[C:28]2[CH:33]=[CH:32][C:31]([Cl:34])=[CH:30][CH:29]=2)=[CH:25][CH:24]=1.C(=O)([O-])[O-].[K+].[K+], predict the reaction product. The product is: [Cl:34][C:31]1[CH:30]=[CH:29][C:28]([CH:27]([C:26]2[CH:41]=[CH:42][C:23]([Cl:22])=[CH:24][CH:25]=2)[N:35]2[CH2:36][CH2:37][N:38]([CH2:2][C:3]3[N:12]=[C:11]([NH:13][C@@H:14]([C@H:18]([CH3:21])[CH2:19][CH3:20])[C:15]([NH2:17])=[O:16])[C:10]4[C:5](=[CH:6][CH:7]=[CH:8][CH:9]=4)[N:4]=3)[CH2:39][CH2:40]2)=[CH:33][CH:32]=1.